This data is from Forward reaction prediction with 1.9M reactions from USPTO patents (1976-2016). The task is: Predict the product of the given reaction. Given the reactants [N:1]1[C:9]2[C:4](=[N:5][CH:6]=[CH:7][CH:8]=2)[N:3]([C:10]2[CH:15]=[CH:14][C:13]([CH2:16][C:17]([OH:19])=O)=[C:12]([CH3:20])[CH:11]=2)[CH:2]=1.[F:21][C:22]([F:31])([F:30])[C:23]1[CH:24]=[C:25]([CH:27]=[CH:28][CH:29]=1)[NH2:26], predict the reaction product. The product is: [N:1]1[C:9]2[C:4](=[N:5][CH:6]=[CH:7][CH:8]=2)[N:3]([C:10]2[CH:15]=[CH:14][C:13]([CH2:16][C:17]([NH:26][C:25]3[CH:27]=[CH:28][CH:29]=[C:23]([C:22]([F:21])([F:30])[F:31])[CH:24]=3)=[O:19])=[C:12]([CH3:20])[CH:11]=2)[CH:2]=1.